From a dataset of Forward reaction prediction with 1.9M reactions from USPTO patents (1976-2016). Predict the product of the given reaction. (1) Given the reactants N1C2C(=CC=CC=2)C=CC=1COC1C=CC(C(O)=O)=CC=1.C([O:29][C:30](=[O:46])[C:31]1[CH:36]=[CH:35][C:34]([O:37][CH2:38][C:39]2[CH:44]=[CH:43][CH:42]=[CH:41][CH:40]=2)=[CH:33][C:32]=1[F:45])C1C=CC=CC=1, predict the reaction product. The product is: [CH2:38]([O:37][C:34]1[CH:35]=[CH:36][C:31]([C:30]([OH:46])=[O:29])=[C:32]([F:45])[CH:33]=1)[C:39]1[CH:40]=[CH:41][CH:42]=[CH:43][CH:44]=1. (2) Given the reactants FC(F)(F)C(O)=O.[CH3:8][C@H:9]([O:13][C:14]1[NH:15][C:16]([NH2:25])=[C:17]2[C:21]([N:22]=1)=[N:20][C:19]([O:23]C)=[N:18]2)[CH2:10][CH2:11][CH3:12].Br[CH2:27][CH2:28][CH2:29][CH2:30]Cl.[NH:32]1[CH2:37][CH2:36][CH2:35][CH2:34][CH2:33]1, predict the reaction product. The product is: [NH2:25][C:16]1[N:15]=[C:14]([O:13][C@@H:9]([CH3:8])[CH2:10][CH2:11][CH3:12])[N:22]=[C:21]2[C:17]=1[NH:18][C:19](=[O:23])[N:20]2[CH2:27][CH2:28][CH2:29][CH2:30][N:32]1[CH2:37][CH2:36][CH2:35][CH2:34][CH2:33]1.